The task is: Predict the reactants needed to synthesize the given product.. This data is from Full USPTO retrosynthesis dataset with 1.9M reactions from patents (1976-2016). (1) Given the product [CH2:1]([N:3]([CH2:4][CH3:5])[S:7]([C:10]1[CH:11]=[CH:12][C:13]([CH2:16][C:17]([OH:19])=[O:18])=[CH:14][CH:15]=1)(=[O:9])=[O:8])[CH3:2], predict the reactants needed to synthesize it. The reactants are: [CH2:1]([NH:3][CH2:4][CH3:5])[CH3:2].Cl[S:7]([C:10]1[CH:15]=[CH:14][C:13]([CH2:16][C:17]([OH:19])=[O:18])=[CH:12][CH:11]=1)(=[O:9])=[O:8]. (2) Given the product [F:1][C:2]1[CH:3]=[CH:4][C:5]([C:8]2[C:12]([C:26](=[O:25])[CH3:27])=[C:11]([C:13]([F:14])([F:16])[F:15])[O:10][N:9]=2)=[CH:6][CH:7]=1, predict the reactants needed to synthesize it. The reactants are: [F:1][C:2]1[CH:7]=[CH:6][C:5]([C:8]2[CH:12]=[C:11]([C:13]([F:16])([F:15])[F:14])[O:10][N:9]=2)=[CH:4][CH:3]=1.C1(C2[C:27](C3N=CN(C4C=CC=CC=4)C=3)=[C:26](C(F)(F)F)[O:25]N=2)C=CC=CC=1. (3) Given the product [CH2:23]([N:22]([CH3:21])[C:16]([C:15]1[CH:14]=[CH:13][C:12]([C@@H:10]2[CH2:11][C@H:9]2[NH:8][C:6](=[O:7])[O:5][C:1]([CH3:2])([CH3:3])[CH3:4])=[CH:20][CH:19]=1)=[O:18])[C:24]1[CH:29]=[CH:28][CH:27]=[CH:26][CH:25]=1, predict the reactants needed to synthesize it. The reactants are: [C:1]([O:5][C:6]([NH:8][C@@H:9]1[CH2:11][C@H:10]1[C:12]1[CH:20]=[CH:19][C:15]([C:16]([OH:18])=O)=[CH:14][CH:13]=1)=[O:7])([CH3:4])([CH3:3])[CH3:2].[CH3:21][NH:22][CH2:23][C:24]1[CH:29]=[CH:28][CH:27]=[CH:26][CH:25]=1.F[P-](F)(F)(F)(F)F.N1(OC(N(C)C)=[N+](C)C)C2N=CC=CC=2N=N1.C(=O)([O-])O.[Na+]. (4) The reactants are: [F:1][C:2]1[CH:7]=[CH:6][C:5]([NH:8][C:9]2[CH:14]=[CH:13][CH:12]=[CH:11][CH:10]=2)=[C:4]([N+:15]([O-])=O)[CH:3]=1.CCO[C:21]([CH3:23])=O.[CH3:24][OH:25]. Given the product [F:1][C:2]1[CH:3]=[C:4]2[C:5](=[CH:6][CH:7]=1)[N:8]([C:9]1[CH:14]=[CH:13][CH:12]=[CH:11][CH:10]=1)[C:24](=[O:25])[C:9]([N:8]1[CH2:23][CH2:21][NH:15][CH2:4][CH2:5]1)=[N:15]2, predict the reactants needed to synthesize it. (5) Given the product [C:13]([O:17][C:18](=[O:19])[NH:20][C:21]1([C:24](=[O:25])[NH:12][CH:7]2[C:8]3[C:4](=[CH:3][C:2]([Br:1])=[CH:10][C:9]=3[F:11])[CH2:5][CH2:6]2)[CH2:22][CH2:23]1)([CH3:16])([CH3:14])[CH3:15], predict the reactants needed to synthesize it. The reactants are: [Br:1][C:2]1[CH:3]=[C:4]2[C:8](=[C:9]([F:11])[CH:10]=1)[CH:7]([NH2:12])[CH2:6][CH2:5]2.[C:13]([O:17][C:18]([NH:20][C:21]1([C:24](O)=[O:25])[CH2:23][CH2:22]1)=[O:19])([CH3:16])([CH3:15])[CH3:14]. (6) Given the product [OH:1][C:2]1[CH:3]=[C:4]([CH2:8][CH2:9][C:10]([O:12][CH3:13])=[O:11])[CH:5]=[CH:6][CH:7]=1, predict the reactants needed to synthesize it. The reactants are: [OH:1][C:2]1[CH:3]=[C:4](/[CH:8]=[CH:9]/[C:10]([O:12][CH3:13])=[O:11])[CH:5]=[CH:6][CH:7]=1. (7) Given the product [CH3:21][O:20][C:17]1[CH:18]=[CH:19][C:14]([N:12]([CH3:13])[C:10]2[C:9]3[C:4](=[CH:5][CH:6]=[CH:7][CH:8]=3)[N:3]=[C:2]([N:22]3[CH2:27][CH2:26][O:25][CH2:24][CH2:23]3)[N:11]=2)=[CH:15][CH:16]=1, predict the reactants needed to synthesize it. The reactants are: Cl[C:2]1[N:11]=[C:10]([N:12]([C:14]2[CH:19]=[CH:18][C:17]([O:20][CH3:21])=[CH:16][CH:15]=2)[CH3:13])[C:9]2[C:4](=[CH:5][CH:6]=[CH:7][CH:8]=2)[N:3]=1.[NH:22]1[CH2:27][CH2:26][O:25][CH2:24][CH2:23]1.